This data is from Full USPTO retrosynthesis dataset with 1.9M reactions from patents (1976-2016). The task is: Predict the reactants needed to synthesize the given product. (1) Given the product [F:53][C:30]([F:29])([F:52])[C:31]1[C:40]2[CH:39]=[CH:38][C:37]3[CH:41]=[C:42]([C:44]4[O:45][CH:2]=[N:47][N:46]=4)[NH:43][C:36]=3[C:35]=2[N:34]=[C:33]([C:48]([F:49])([F:50])[F:51])[CH:32]=1, predict the reactants needed to synthesize it. The reactants are: F[C:2](F)(F)C1C2C=CC3C=C(C(OCC)=O)NC=3C=2N=C(C(F)(F)F)C=1.NN.[F:29][C:30]([F:53])([F:52])[C:31]1[C:40]2[CH:39]=[CH:38][C:37]3[CH:41]=[C:42]([C:44]([NH:46][NH2:47])=[O:45])[NH:43][C:36]=3[C:35]=2[N:34]=[C:33]([C:48]([F:51])([F:50])[F:49])[CH:32]=1.CC1C=CC(S(O)(=O)=O)=CC=1.C(OC(OCC)OCC)C. (2) Given the product [C:17]([C:21]1[CH:22]=[CH:23][C:24]([C:25]([NH:16][C:2]2[CH:3]=[CH:4][C:5]3[O:6][C:7]4[CH2:15][CH2:14][CH2:13][CH2:12][CH2:11][CH2:10][C:8]=4[C:9]=3[CH:1]=2)=[O:26])=[CH:28][CH:29]=1)([CH3:20])([CH3:18])[CH3:19], predict the reactants needed to synthesize it. The reactants are: [CH:1]1[C:9]2[C:8]3[CH2:10][CH2:11][CH2:12][CH2:13][CH2:14][CH2:15][C:7]=3[O:6][C:5]=2[CH:4]=[CH:3][C:2]=1[NH2:16].[C:17]([C:21]1[CH:29]=[CH:28][C:24]([C:25](Cl)=[O:26])=[CH:23][CH:22]=1)([CH3:20])([CH3:19])[CH3:18]. (3) Given the product [CH3:1][O:2][C:3]([C:5]1[CH:6]=[N:7][CH:8]=[C:9]([O:11][C:23]2[CH:28]=[CH:27][C:26]([N+:29]([O-:31])=[O:30])=[CH:25][CH:24]=2)[CH:10]=1)=[O:4], predict the reactants needed to synthesize it. The reactants are: [CH3:1][O:2][C:3]([C:5]1[CH:6]=[N:7][CH:8]=[C:9]([OH:11])[CH:10]=1)=[O:4].C[Si]([N-][Si](C)(C)C)(C)C.[K+].F[C:23]1[CH:28]=[CH:27][C:26]([N+:29]([O-:31])=[O:30])=[CH:25][CH:24]=1.C(=O)([O-])[O-].[K+].[K+]. (4) Given the product [S:33]([O:12][CH:11]1[CH2:13][N:1]([C:14]([O:16][C:17]([CH3:20])([CH3:19])[CH3:18])=[O:15])[CH:2]([C:3]([O:5][C:6]([CH3:7])([CH3:8])[CH3:9])=[O:4])[CH2:10]1)([C:30]1[CH:31]=[CH:32][C:27]([CH3:37])=[CH:28][CH:29]=1)(=[O:35])=[O:34], predict the reactants needed to synthesize it. The reactants are: [N:1]1([C:14]([O:16][C:17]([CH3:20])([CH3:19])[CH3:18])=[O:15])[CH2:13][C@H:11]([OH:12])[CH2:10][C@H:2]1[C:3]([O:5][C:6]([CH3:9])([CH3:8])[CH3:7])=[O:4].N1C=CC=CC=1.[C:27]1([CH3:37])[CH:32]=[CH:31][C:30]([S:33](Cl)(=[O:35])=[O:34])=[CH:29][CH:28]=1. (5) Given the product [NH2:2][CH:3]1[CH2:8][CH2:7][N:6]([C:9]2([CH3:21])[CH2:13][CH2:12][N:11]([C:14]([O:16][C:17]([CH3:20])([CH3:19])[CH3:18])=[O:15])[CH2:10]2)[CH2:5][CH2:4]1, predict the reactants needed to synthesize it. The reactants are: O[N:2]=[C:3]1[CH2:8][CH2:7][N:6]([C:9]2([CH3:21])[CH2:13][CH2:12][N:11]([C:14]([O:16][C:17]([CH3:20])([CH3:19])[CH3:18])=[O:15])[CH2:10]2)[CH2:5][CH2:4]1. (6) Given the product [ClH:44].[CH2:1]([O:8][C:9]1[CH:14]=[CH:13][N:12]([C:15]2[CH:23]=[C:22]3[C:18]([C:19]4[CH2:28][CH2:27][N:26]([C:29]([C@@H:31]5[CH2:35][CH2:34][CH2:33][NH:32]5)=[O:30])[CH2:25][C:20]=4[N:21]3[CH3:24])=[CH:17][CH:16]=2)[C:11](=[O:43])[CH:10]=1)[C:2]1[CH:3]=[CH:4][CH:5]=[CH:6][CH:7]=1, predict the reactants needed to synthesize it. The reactants are: [CH2:1]([O:8][C:9]1[CH:14]=[CH:13][N:12]([C:15]2[CH:23]=[C:22]3[C:18]([C:19]4[CH2:28][CH2:27][N:26]([C:29]([C@@H:31]5[CH2:35][CH2:34][CH2:33][N:32]5C(OC(C)(C)C)=O)=[O:30])[CH2:25][C:20]=4[N:21]3[CH3:24])=[CH:17][CH:16]=2)[C:11](=[O:43])[CH:10]=1)[C:2]1[CH:7]=[CH:6][CH:5]=[CH:4][CH:3]=1.[ClH:44].